From a dataset of Full USPTO retrosynthesis dataset with 1.9M reactions from patents (1976-2016). Predict the reactants needed to synthesize the given product. (1) Given the product [CH:1]1([N:7]([CH3:17])[C:8]2[N:13]=[CH:12][N:11]=[C:10]([C:14]([NH:18][C:19]3[CH:20]=[C:21]4[C:25](=[CH:26][C:27]=3[CH3:28])[NH:24][N:23]=[CH:22]4)=[O:16])[CH:9]=2)[CH2:2][CH2:3][CH2:4][CH2:5][CH2:6]1, predict the reactants needed to synthesize it. The reactants are: [CH:1]1([N:7]([CH3:17])[C:8]2[N:13]=[CH:12][N:11]=[C:10]([C:14]([OH:16])=O)[CH:9]=2)[CH2:6][CH2:5][CH2:4][CH2:3][CH2:2]1.[NH2:18][C:19]1[CH:20]=[C:21]2[C:25](=[CH:26][C:27]=1[CH3:28])[NH:24][N:23]=[CH:22]2. (2) The reactants are: [CH3:1][O:2][C:3]1[CH:4]=[C:5]([CH:8]=[CH:9][C:10]=1[O:11][CH3:12])[CH2:6]O.S(Cl)([Cl:15])=O. Given the product [CH3:1][O:2][C:3]1[CH:4]=[C:5]([CH:8]=[CH:9][C:10]=1[O:11][CH3:12])[CH2:6][Cl:15], predict the reactants needed to synthesize it. (3) Given the product [CH2:1]([O:8][C@@H:9]1[C@@H:15]([O:16][CH2:17][C:18]2[CH:23]=[CH:22][CH:21]=[CH:20][CH:19]=2)[C@@H:14]([O:24][CH2:25][C:26]2[CH:27]=[CH:28][CH:29]=[CH:30][CH:31]=2)[C@@H:13]([CH2:32][O:33][CH2:34][C:35]2[CH:36]=[CH:37][CH:38]=[CH:39][CH:40]=2)[O:12][CH:10]1[O:11][CH2:44][CH2:45][CH2:46][NH2:47])[C:2]1[CH:3]=[CH:4][CH:5]=[CH:6][CH:7]=1, predict the reactants needed to synthesize it. The reactants are: [CH2:1]([O:8][C@@H:9]1[C@@H:15]([O:16][CH2:17][C:18]2[CH:23]=[CH:22][CH:21]=[CH:20][CH:19]=2)[C@@H:14]([O:24][CH2:25][C:26]2[CH:31]=[CH:30][CH:29]=[CH:28][CH:27]=2)[C@@H:13]([CH2:32][O:33][CH2:34][C:35]2[CH:40]=[CH:39][CH:38]=[CH:37][CH:36]=2)[O:12][CH:10]1[OH:11])[C:2]1[CH:7]=[CH:6][CH:5]=[CH:4][CH:3]=1.[OH-].[K+].Br[CH2:44][CH2:45][CH2:46][N:47]1C(=O)C2=CC=CC=C2C1=O.O.NN. (4) Given the product [C:23]([O:22][C:20]([N:14]1[CH2:19][CH2:18][N:17]([C:11]([C:6]2[NH:7][C:8]3[C:4]([CH:5]=2)=[CH:3][C:2]([Cl:1])=[CH:10][CH:9]=3)=[O:13])[CH2:16][CH2:15]1)=[O:21])([CH3:26])([CH3:24])[CH3:25], predict the reactants needed to synthesize it. The reactants are: [Cl:1][C:2]1[CH:3]=[C:4]2[C:8](=[CH:9][CH:10]=1)[NH:7][C:6]([C:11]([OH:13])=O)=[CH:5]2.[N:14]1([C:20]([O:22][C:23]([CH3:26])([CH3:25])[CH3:24])=[O:21])[CH2:19][CH2:18][NH:17][CH2:16][CH2:15]1.C1C=CC2N(O)N=NC=2C=1.CCN=C=NCCCN(C)C.Cl.